The task is: Predict which catalyst facilitates the given reaction.. This data is from Catalyst prediction with 721,799 reactions and 888 catalyst types from USPTO. (1) Reactant: [Br:1][C:2]1[CH:3]=[C:4]([F:11])[C:5]([OH:10])=[C:6]([CH:9]=1)[CH:7]=[O:8].[CH2:12](Br)[C:13]1[CH:18]=[CH:17][CH:16]=[CH:15][CH:14]=1.C(=O)([O-])[O-].[Cs+].[Cs+]. Product: [CH2:12]([O:10][C:5]1[C:4]([F:11])=[CH:3][C:2]([Br:1])=[CH:9][C:6]=1[CH:7]=[O:8])[C:13]1[CH:18]=[CH:17][CH:16]=[CH:15][CH:14]=1. The catalyst class is: 18. (2) Reactant: [I-].[CH3:2][C:3]1[CH:8]=[C:7]([N+:9]([O-:11])=[O:10])[C:6]([O:12][CH3:13])=[CH:5][C:4]=1[C:14]1[CH:19]=[CH:18][N+:17]([CH2:20][CH2:21][CH3:22])=[CH:16][CH:15]=1.[BH4-].[Na+]. Product: [CH3:2][C:3]1[CH:8]=[C:7]([N+:9]([O-:11])=[O:10])[C:6]([O:12][CH3:13])=[CH:5][C:4]=1[C:14]1[CH2:19][CH2:18][N:17]([CH2:20][CH2:21][CH3:22])[CH2:16][CH:15]=1. The catalyst class is: 191. (3) Reactant: [OH:1][C:2]1[CH:7]=[C:6]([CH3:8])[NH:5][C:4](=[O:9])[C:3]=1[C:10]#[N:11].N.[CH3:13]O. Product: [NH2:11][CH2:10][C:3]1[C:4](=[O:9])[NH:5][C:6]([CH3:8])=[CH:7][C:2]=1[O:1][CH3:13]. The catalyst class is: 181. (4) Reactant: C(OC(=O)[NH:7][C:8]1[CH:13]=[CH:12][C:11]([C:14]2[CH:19]=[CH:18][CH:17]=[CH:16][C:15]=2[F:20])=[CH:10][C:9]=1[NH:21][C:22](=[O:38])[CH2:23][C:24](=O)[C:25]1[CH:30]=[CH:29][CH:28]=[C:27](C2C=NC=CC=2)[CH:26]=1)(C)(C)C.[C:40](O)([C:42](F)(F)F)=O. Product: [F:20][C:15]1[CH:16]=[CH:17][CH:18]=[CH:19][C:14]=1[C:11]1[CH:12]=[CH:13][C:8]2[N:7]=[C:24]([C:25]3[CH:30]=[CH:29][CH:28]=[C:27]([C:8]4[CH:9]=[N:21][CH:22]=[CH:40][CH:42]=4)[CH:26]=3)[CH2:23][C:22](=[O:38])[NH:21][C:9]=2[CH:10]=1. The catalyst class is: 2. (5) Reactant: [Cl:1][C:2]1[CH:7]=[CH:6][C:5]([CH2:8][N:9]2[C:13]3[CH:14]([CH2:18][CH2:19][C:20]([O:22]CC4C=CC=CC=4)=[O:21])[CH2:15][CH2:16][CH2:17][C:12]=3[N:11]=[C:10]2[CH:30]([CH3:32])[CH3:31])=[CH:4][CH:3]=1.[OH-].[Na+]. Product: [NH3:9].[Cl:1][C:2]1[CH:3]=[CH:4][C:5]([CH2:8][N:9]2[C:13]3[CH:14]([CH2:18][CH2:19][C:20]([OH:22])=[O:21])[CH2:15][CH2:16][CH2:17][C:12]=3[N:11]=[C:10]2[CH:30]([CH3:32])[CH3:31])=[CH:6][CH:7]=1. The catalyst class is: 5. (6) Reactant: [CH3:1][S:2]([N:5]1[CH2:10][CH2:9][CH2:8][C@H:7]([NH:11][C:12]2[C:17]([C:18]3[N:19]=[C:20]4[CH:26]=[CH:25][N:24](COCC[Si](C)(C)C)[C:21]4=[N:22][CH:23]=3)=[CH:16][N:15]=[C:14](S(C)(=O)=O)[N:13]=2)[CH2:6]1)(=[O:4])=[O:3].[NH:39]1[CH2:44][CH2:43][CH:42]([CH2:45][C:46]([OH:48])=[O:47])[CH2:41][CH2:40]1.CS(C)(=O)=O. Product: [CH3:1][S:2]([N:5]1[CH2:10][CH2:9][CH2:8][C@H:7]([NH:11][C:12]2[C:17]([C:18]3[N:19]=[C:20]4[CH:26]=[CH:25][NH:24][C:21]4=[N:22][CH:23]=3)=[CH:16][N:15]=[C:14]([N:39]3[CH2:44][CH2:43][CH:42]([CH2:45][C:46]([OH:48])=[O:47])[CH2:41][CH2:40]3)[N:13]=2)[CH2:6]1)(=[O:4])=[O:3]. The catalyst class is: 12. (7) Reactant: N[C@H:2]([C:8]([OH:10])=[O:9])[CH2:3][CH2:4][C:5]([OH:7])=[O:6].Cl.N([O-])=O.[Na+]. Product: [O:9]=[C:8]1[O:10][C@H:4]([C:5]([OH:7])=[O:6])[CH2:3][CH2:2]1. The catalyst class is: 238.